From a dataset of Forward reaction prediction with 1.9M reactions from USPTO patents (1976-2016). Predict the product of the given reaction. Given the reactants [ClH:1].C(OC(=O)[N:8]([CH2:18][C:19]1[O:23][N:22]=[C:21]([CH3:24])[N:20]=1)[C@H:9]1[CH2:11][C@H:10]1[C:12]1[CH:17]=[CH:16][CH:15]=[CH:14][CH:13]=1)(C)(C)C, predict the reaction product. The product is: [ClH:1].[CH3:24][C:21]1[N:20]=[C:19]([CH2:18][NH:8][C@@H:9]2[CH2:11][C@H:10]2[C:12]2[CH:17]=[CH:16][CH:15]=[CH:14][CH:13]=2)[O:23][N:22]=1.